From a dataset of NCI-60 drug combinations with 297,098 pairs across 59 cell lines. Regression. Given two drug SMILES strings and cell line genomic features, predict the synergy score measuring deviation from expected non-interaction effect. (1) Drug 1: C1=NNC2=C1C(=O)NC=N2. Drug 2: CCC1(C2=C(COC1=O)C(=O)N3CC4=CC5=C(C=CC(=C5CN(C)C)O)N=C4C3=C2)O.Cl. Cell line: COLO 205. Synergy scores: CSS=43.9, Synergy_ZIP=2.98, Synergy_Bliss=2.28, Synergy_Loewe=-15.4, Synergy_HSA=1.69. (2) Drug 1: C1CCN(CC1)CCOC2=CC=C(C=C2)C(=O)C3=C(SC4=C3C=CC(=C4)O)C5=CC=C(C=C5)O. Drug 2: CC(C)(C#N)C1=CC(=CC(=C1)CN2C=NC=N2)C(C)(C)C#N. Cell line: LOX IMVI. Synergy scores: CSS=3.92, Synergy_ZIP=-3.06, Synergy_Bliss=-2.04, Synergy_Loewe=-0.813, Synergy_HSA=-0.103.